This data is from NCI-60 drug combinations with 297,098 pairs across 59 cell lines. The task is: Regression. Given two drug SMILES strings and cell line genomic features, predict the synergy score measuring deviation from expected non-interaction effect. (1) Drug 1: CC12CCC3C(C1CCC2O)C(CC4=C3C=CC(=C4)O)CCCCCCCCCS(=O)CCCC(C(F)(F)F)(F)F. Drug 2: CN(CCCl)CCCl.Cl. Cell line: OVCAR-5. Synergy scores: CSS=13.8, Synergy_ZIP=-5.23, Synergy_Bliss=-1.47, Synergy_Loewe=2.92, Synergy_HSA=1.88. (2) Drug 1: CN1CCC(CC1)COC2=C(C=C3C(=C2)N=CN=C3NC4=C(C=C(C=C4)Br)F)OC. Drug 2: C1=CC(=C2C(=C1NCCNCCO)C(=O)C3=C(C=CC(=C3C2=O)O)O)NCCNCCO. Cell line: KM12. Synergy scores: CSS=61.2, Synergy_ZIP=24.2, Synergy_Bliss=20.8, Synergy_Loewe=7.39, Synergy_HSA=18.4. (3) Drug 1: CC1OCC2C(O1)C(C(C(O2)OC3C4COC(=O)C4C(C5=CC6=C(C=C35)OCO6)C7=CC(=C(C(=C7)OC)O)OC)O)O. Drug 2: CC1C(C(CC(O1)OC2CC(OC(C2O)C)OC3=CC4=CC5=C(C(=O)C(C(C5)C(C(=O)C(C(C)O)O)OC)OC6CC(C(C(O6)C)O)OC7CC(C(C(O7)C)O)OC8CC(C(C(O8)C)O)(C)O)C(=C4C(=C3C)O)O)O)O. Cell line: 786-0. Synergy scores: CSS=26.8, Synergy_ZIP=-2.16, Synergy_Bliss=1.42, Synergy_Loewe=-56.3, Synergy_HSA=0.777. (4) Cell line: SF-268. Synergy scores: CSS=7.61, Synergy_ZIP=1.60, Synergy_Bliss=5.15, Synergy_Loewe=4.39, Synergy_HSA=3.33. Drug 2: COCCOC1=C(C=C2C(=C1)C(=NC=N2)NC3=CC=CC(=C3)C#C)OCCOC.Cl. Drug 1: C1CC(=O)NC(=O)C1N2CC3=C(C2=O)C=CC=C3N. (5) Drug 1: C1=CC(=CC=C1CCC2=CNC3=C2C(=O)NC(=N3)N)C(=O)NC(CCC(=O)O)C(=O)O. Drug 2: CC(C)(C#N)C1=CC(=CC(=C1)CN2C=NC=N2)C(C)(C)C#N. Cell line: OVCAR-4. Synergy scores: CSS=30.1, Synergy_ZIP=0.144, Synergy_Bliss=-1.70, Synergy_Loewe=-10.8, Synergy_HSA=-0.900. (6) Drug 1: CC1=CC2C(CCC3(C2CCC3(C(=O)C)OC(=O)C)C)C4(C1=CC(=O)CC4)C. Drug 2: C#CCC(CC1=CN=C2C(=N1)C(=NC(=N2)N)N)C3=CC=C(C=C3)C(=O)NC(CCC(=O)O)C(=O)O. Cell line: NCI-H460. Synergy scores: CSS=3.68, Synergy_ZIP=-0.190, Synergy_Bliss=3.02, Synergy_Loewe=3.35, Synergy_HSA=2.85. (7) Drug 1: CC12CCC3C(C1CCC2O)C(CC4=C3C=CC(=C4)O)CCCCCCCCCS(=O)CCCC(C(F)(F)F)(F)F. Drug 2: CC(C)(C#N)C1=CC(=CC(=C1)CN2C=NC=N2)C(C)(C)C#N. Cell line: NCI/ADR-RES. Synergy scores: CSS=-1.60, Synergy_ZIP=-0.568, Synergy_Bliss=-1.66, Synergy_Loewe=-2.65, Synergy_HSA=-5.72.